From a dataset of Catalyst prediction with 721,799 reactions and 888 catalyst types from USPTO. Predict which catalyst facilitates the given reaction. Reactant: [CH3:1][NH:2][C:3]1[CH:4]=[C:5]([CH:9]=[CH:10][C:11]=1[N+:12]([O-:14])=[O:13])[C:6]([OH:8])=O.C1CN([P+](ON2N=N[C:34]3[CH:35]=[CH:36][CH:37]=[CH:38][C:33]2=3)(N2CCCC2)N2CCCC2)CC1.F[P-](F)(F)(F)(F)F.O.O[C:50]1[C:58]2N=NNC=2C=[CH:52][CH:51]=1.C[N:60]1CCO[CH2:62][CH2:61]1. Product: [CH3:1][NH:2][C:3]1[CH:4]=[C:5]([CH:9]=[CH:10][C:11]=1[N+:12]([O-:14])=[O:13])[C:6]([NH:60][CH2:61][CH2:62][C:35]1[C:34]2[C:33](=[CH:58][CH:50]=[CH:51][CH:52]=2)[CH:38]=[CH:37][CH:36]=1)=[O:8]. The catalyst class is: 9.